Task: Predict the product of the given reaction.. Dataset: Forward reaction prediction with 1.9M reactions from USPTO patents (1976-2016) (1) Given the reactants Cl[C:2]1[N:7]=[N:6][C:5]([O:8][C:9]2[CH:10]=[C:11]3[C:16](=[CH:17][CH:18]=2)[NH:15][C:14](=[O:19])[CH:13]=[CH:12]3)=[CH:4][CH:3]=1.[F:20][C:21]([F:32])([F:31])[O:22][C:23]1[CH:30]=[CH:29][C:26]([CH2:27][NH2:28])=[CH:25][CH:24]=1.CC(C)([O-])C.[Na+], predict the reaction product. The product is: [F:20][C:21]([F:31])([F:32])[O:22][C:23]1[CH:30]=[CH:29][C:26]([CH2:27][NH:28][C:2]2[N:7]=[N:6][C:5]([O:8][C:9]3[CH:10]=[C:11]4[C:16](=[CH:17][CH:18]=3)[NH:15][C:14](=[O:19])[CH:13]=[CH:12]4)=[CH:4][CH:3]=2)=[CH:25][CH:24]=1. (2) Given the reactants COC[O:4][C:5]1[CH:10]=[C:9]([C:11]([F:14])([F:13])[F:12])[CH:8]=[CH:7][C:6]=1[C:15]1[N:20]=[CH:19][N:18]=[C:17]([O:21][C:22]2[CH:31]=[C:30]3[C:25]([CH:26]=[CH:27][CH:28]=[N:29]3)=[CH:24][CH:23]=2)[CH:16]=1, predict the reaction product. The product is: [N:29]1[C:30]2[C:25](=[CH:24][CH:23]=[C:22]([O:21][C:17]3[N:18]=[CH:19][N:20]=[C:15]([C:6]4[CH:7]=[CH:8][C:9]([C:11]([F:13])([F:12])[F:14])=[CH:10][C:5]=4[OH:4])[CH:16]=3)[CH:31]=2)[CH:26]=[CH:27][CH:28]=1. (3) Given the reactants [CH2:1]([C:8]1[CH:9]=[C:10]([C:14](=[O:30])[CH2:15][C:16]([C:18]2[N:19]=[CH:20][N:21]([CH2:23][CH:24]3[CH2:29][CH2:28][NH:27][CH2:26][CH2:25]3)[CH:22]=2)=[O:17])[CH:11]=[CH:12][CH:13]=1)[C:2]1[CH:7]=[CH:6][CH:5]=[CH:4][CH:3]=1.C(N(C(C)C)CC)(C)C.[CH3:40][S:41](Cl)(=[O:43])=[O:42], predict the reaction product. The product is: [CH2:1]([C:8]1[CH:9]=[C:10]([C:14](=[O:30])[CH2:15][C:16]([C:18]2[N:19]=[CH:20][N:21]([CH2:23][CH:24]3[CH2:25][CH2:26][N:27]([S:41]([CH3:40])(=[O:43])=[O:42])[CH2:28][CH2:29]3)[CH:22]=2)=[O:17])[CH:11]=[CH:12][CH:13]=1)[C:2]1[CH:3]=[CH:4][CH:5]=[CH:6][CH:7]=1. (4) Given the reactants [NH2:1][C:2]1[N:7]=[C:6]([N:8]2[CH2:32][CH2:31][C:11]3([CH2:15][N:14](C(OCC4C=CC=CC=4)=O)[C@H:13]([C:26]([O:28][CH2:29][CH3:30])=[O:27])[CH2:12]3)[CH2:10][CH2:9]2)[CH:5]=[C:4]([O:33][C@H:34]([C:39]2[CH:44]=[CH:43][C:42]([C:45]3[CH:50]=[CH:49][CH:48]=[CH:47][CH:46]=3)=[CH:41][C:40]=2[N:51]2[CH:55]=[CH:54][C:53]([CH3:56])=[N:52]2)[C:35]([F:38])([F:37])[F:36])[N:3]=1, predict the reaction product. The product is: [NH2:1][C:2]1[N:7]=[C:6]([N:8]2[CH2:32][CH2:31][C:11]3([CH2:15][NH:14][C@H:13]([C:26]([O:28][CH2:29][CH3:30])=[O:27])[CH2:12]3)[CH2:10][CH2:9]2)[CH:5]=[C:4]([O:33][C@H:34]([C:39]2[CH:44]=[CH:43][C:42]([C:45]3[CH:46]=[CH:47][CH:48]=[CH:49][CH:50]=3)=[CH:41][C:40]=2[N:51]2[CH:55]=[CH:54][C:53]([CH3:56])=[N:52]2)[C:35]([F:38])([F:37])[F:36])[N:3]=1. (5) Given the reactants [Cl:1][C:2]1[N:10]=[C:9]([CH3:11])[CH:8]=[CH:7][C:3]=1[C:4]([OH:6])=[O:5].[CH3:12]N(C=O)C.C(Cl)(=O)C(Cl)=O, predict the reaction product. The product is: [Cl:1][C:2]1[N:10]=[C:9]([CH3:11])[CH:8]=[CH:7][C:3]=1[C:4]([O:6][CH3:12])=[O:5].